Dataset: Forward reaction prediction with 1.9M reactions from USPTO patents (1976-2016). Task: Predict the product of the given reaction. (1) The product is: [CH2:27]([NH:31][C:32]1[N:34]=[C:11]([C:10]2[C:9]([C:15]3[CH:20]=[CH:19][C:18]([F:21])=[CH:17][CH:16]=3)=[N:8][N:7]3[C:2]([Cl:1])=[CH:3][CH:4]=[CH:5][C:6]=23)[CH:12]=[CH:13][N:33]=1)[CH2:28][CH2:29][CH3:30]. Given the reactants [Cl:1][C:2]1[N:7]2[N:8]=[C:9]([C:15]3[CH:20]=[CH:19][C:18]([F:21])=[CH:17][CH:16]=3)[C:10]([C:11](=O)[C:12]#[CH:13])=[C:6]2[CH:5]=[CH:4][CH:3]=1.S(O)(O)(=O)=O.[CH2:27]([NH:31][C:32]([NH2:34])=[NH:33])[CH2:28][CH2:29][CH3:30].[O-]CC.[Na+], predict the reaction product. (2) Given the reactants [CH2:1]([O:8][C:9]1[CH:14]=[CH:13][N:12]=[C:11]([CH2:15]O)[C:10]=1[CH3:17])[CH2:2][CH2:3][CH2:4][CH2:5][CH2:6][CH3:7].S(Cl)([Cl:20])=O, predict the reaction product. The product is: [CH2:1]([O:8][C:9]1[CH:14]=[CH:13][N:12]=[C:11]([CH2:15][Cl:20])[C:10]=1[CH3:17])[CH2:2][CH2:3][CH2:4][CH2:5][CH2:6][CH3:7]. (3) Given the reactants [NH2:1][CH:2]1[CH2:7][CH2:6][N:5]([C:8]2[N:13]3[N:14]=[C:15]([CH3:17])[CH:16]=[C:12]3[N:11]=[C:10]([NH:18][C:19](=[O:30])[C:20]3[CH:25]=[CH:24][C:23]([C:26]([OH:29])([CH3:28])[CH3:27])=[CH:22][CH:21]=3)[CH:9]=2)[CH2:4][CH2:3]1.[CH:31]1([C:34](Cl)=[O:35])[CH2:33][CH2:32]1, predict the reaction product. The product is: [CH:31]1([C:34]([NH:1][CH:2]2[CH2:7][CH2:6][N:5]([C:8]3[N:13]4[N:14]=[C:15]([CH3:17])[CH:16]=[C:12]4[N:11]=[C:10]([NH:18][C:19](=[O:30])[C:20]4[CH:21]=[CH:22][C:23]([C:26]([OH:29])([CH3:27])[CH3:28])=[CH:24][CH:25]=4)[CH:9]=3)[CH2:4][CH2:3]2)=[O:35])[CH2:33][CH2:32]1. (4) Given the reactants [C:1]([N:8]1[CH:12]=[CH:11][N:10]=[CH:9]1)(N1C=CN=C1)=[O:2].Cl.[OH:14][CH2:15][CH2:16][NH:17][CH2:18][CH2:19][CH:20]1[CH2:25][CH2:24][CH2:23][CH2:22][CH2:21]1.[CH:26](Cl)(Cl)Cl, predict the reaction product. The product is: [CH:20]1([CH2:19][CH2:18][N:17]([CH2:16][CH2:15][OH:14])[C:1]([NH:8][CH2:12][CH2:11][N:10]([CH3:9])[CH3:26])=[O:2])[CH2:25][CH2:24][CH2:23][CH2:22][CH2:21]1.